From a dataset of Forward reaction prediction with 1.9M reactions from USPTO patents (1976-2016). Predict the product of the given reaction. Given the reactants [Si:1]([O:8][C@H:9]([CH2:21][O:22][Si:23]([C:26]([CH3:29])([CH3:28])[CH3:27])([CH3:25])[CH3:24])[C@@H:10]([NH:13][C:14](=[O:20])[O:15][C:16]([CH3:19])([CH3:18])[CH3:17])[CH2:11]O)([C:4]([CH3:7])([CH3:6])[CH3:5])([CH3:3])[CH3:2].S(Cl)(C)(=O)=O.CC([O-])(C)C.[K+], predict the reaction product. The product is: [Si:1]([O:8][C@@H:9]([CH:10]1[CH2:11][N@@:13]1[C:14]([O:15][C:16]([CH3:18])([CH3:19])[CH3:17])=[O:20])[CH2:21][O:22][Si:23]([C:26]([CH3:27])([CH3:29])[CH3:28])([CH3:25])[CH3:24])([C:4]([CH3:5])([CH3:6])[CH3:7])([CH3:2])[CH3:3].